This data is from Forward reaction prediction with 1.9M reactions from USPTO patents (1976-2016). The task is: Predict the product of the given reaction. (1) Given the reactants [CH2:1]([C:7]1[CH:11]=[CH:10][S:9][CH:8]=1)[CH2:2][CH2:3][CH2:4][CH2:5][CH3:6].[Br:12]N1C(=O)CCC1=O, predict the reaction product. The product is: [Br:12][C:8]1[S:9][CH:10]=[CH:11][C:7]=1[CH2:1][CH2:2][CH2:3][CH2:4][CH2:5][CH3:6]. (2) Given the reactants [CH3:1][CH2:2][N:3]([CH2:6][CH2:7][NH:8][C:9]([C:11]1[C:15]([CH3:16])=[C:14](/[CH:17]=[C:18]2/[C:19]3[CH:24]=[C:23]([F:25])[CH:22]=[CH:21][C:20]=3[NH:26][C:27]/2=[O:28])[NH:13][C:12]=1[CH3:29])=[O:10])[CH2:4][CH3:5].[C:30]([OH:42])(=[O:41])[CH2:31][C:32]([CH2:37][C:38]([OH:40])=[O:39])([C:34]([OH:36])=[O:35])[OH:33].CO, predict the reaction product. The product is: [CH3:1][CH2:2][N:3]([CH2:6][CH2:7][NH:8][C:9]([C:11]1[C:15]([CH3:16])=[C:14](/[CH:17]=[C:18]2/[C:19]3[CH:24]=[C:23]([F:25])[CH:22]=[CH:21][C:20]=3[NH:26][C:27]/2=[O:28])[NH:13][C:12]=1[CH3:29])=[O:10])[CH2:4][CH3:5].[C:30]([O-:42])(=[O:41])[CH2:31][C:32]([CH2:37][C:38]([O-:40])=[O:39])([C:34]([O-:36])=[O:35])[OH:33]. (3) Given the reactants [NH2:1][C@H:2]1[CH2:7][CH2:6][N:5]([C:8]([O:10][C:11]([CH3:14])([CH3:13])[CH3:12])=[O:9])[CH2:4][C@H:3]1[O:15][CH2:16][CH3:17].[Cl:18][C:19]1[N:20]=[C:21]([C:25](O)=[O:26])[NH:22][C:23]=1[CH3:24].CCN=C=NCCCN(C)C.Cl, predict the reaction product. The product is: [Cl:18][C:19]1[N:20]=[C:21]([C:25]([NH:1][C@H:2]2[CH2:7][CH2:6][N:5]([C:8]([O:10][C:11]([CH3:12])([CH3:13])[CH3:14])=[O:9])[CH2:4][C@H:3]2[O:15][CH2:16][CH3:17])=[O:26])[NH:22][C:23]=1[CH3:24].